This data is from Full USPTO retrosynthesis dataset with 1.9M reactions from patents (1976-2016). The task is: Predict the reactants needed to synthesize the given product. (1) Given the product [CH3:4][CH:3]([CH:2]=[CH2:1])[CH2:10][C:9]([O:11][CH2:12][CH3:13])=[O:14], predict the reactants needed to synthesize it. The reactants are: [CH2:1](O)/[CH:2]=[CH:3]/[CH3:4].C(O[C:9]([O:14]CC)([O:11][CH2:12][CH3:13])[CH3:10])C.C(O)(=O)C. (2) The reactants are: [CH2:1]([C:3]1[CH:4]=[N:5][C:6]([N:9]2[CH2:14][CH2:13][CH:12]([N:15]3[CH2:20][CH2:19][CH2:18][C@H:17]([NH:21][C:22](=[O:31])[O:23][CH2:24][C:25]4[CH:30]=[CH:29][CH:28]=[CH:27][CH:26]=4)[C:16]3=[O:32])[CH2:11][CH2:10]2)=[N:7][CH:8]=1)[CH3:2].[H-].[Na+].I[CH3:36]. Given the product [CH2:1]([C:3]1[CH:8]=[N:7][C:6]([N:9]2[CH2:10][CH2:11][CH:12]([N:15]3[CH2:20][CH2:19][CH2:18][C@H:17]([N:21]([CH3:36])[C:22](=[O:31])[O:23][CH2:24][C:25]4[CH:26]=[CH:27][CH:28]=[CH:29][CH:30]=4)[C:16]3=[O:32])[CH2:13][CH2:14]2)=[N:5][CH:4]=1)[CH3:2], predict the reactants needed to synthesize it. (3) Given the product [CH2:1]([O:8][C:9]([C:26]([F:29])([F:28])[F:27])([CH2:13][C:14]([C:17]1[CH:22]=[C:21]([F:23])[CH:20]=[CH:19][C:18]=1[O:24][CH3:25])([CH3:16])[CH3:15])[C:10]([Cl:33])=[O:11])[C:2]1[CH:7]=[CH:6][CH:5]=[CH:4][CH:3]=1, predict the reactants needed to synthesize it. The reactants are: [CH2:1]([O:8][C:9]([C:26]([F:29])([F:28])[F:27])([CH2:13][C:14]([C:17]1[CH:22]=[C:21]([F:23])[CH:20]=[CH:19][C:18]=1[O:24][CH3:25])([CH3:16])[CH3:15])[C:10](O)=[O:11])[C:2]1[CH:7]=[CH:6][CH:5]=[CH:4][CH:3]=1.C(Cl)(=O)C([Cl:33])=O.CN(C=O)C. (4) Given the product [Br:13][C:14]1[CH:23]=[C:22]2[C:17]([C:18]([O:8][CH2:7][C:6]3[CH:9]=[CH:10][C:3]([O:2][CH3:1])=[CH:4][CH:5]=3)=[N:19][CH:20]=[N:21]2)=[CH:16][CH:15]=1, predict the reactants needed to synthesize it. The reactants are: [CH3:1][O:2][C:3]1[CH:10]=[CH:9][C:6]([CH2:7][OH:8])=[CH:5][CH:4]=1.[H-].[Na+].[Br:13][C:14]1[CH:23]=[C:22]2[C:17]([C:18](Cl)=[N:19][CH:20]=[N:21]2)=[CH:16][CH:15]=1. (5) Given the product [F:1][C:2]([F:11])([F:12])[C:3]1[CH:10]=[CH:9][C:6]([C:7]([NH2:8])=[O:16])=[CH:5][CH:4]=1, predict the reactants needed to synthesize it. The reactants are: [F:1][C:2]([F:12])([F:11])[C:3]1[CH:10]=[CH:9][C:6]([C:7]#[N:8])=[CH:5][CH:4]=1.OO.C([O-])([O-])=[O:16].[K+].[K+]. (6) Given the product [CH3:26][N:24]1[CH2:25][CH:22]([N:19]2[CH2:20][CH2:21][N:16]([C:14]([OH:15])=[O:32])[CH2:17][CH2:18]2)[CH2:23]1, predict the reactants needed to synthesize it. The reactants are: NC1C=CC(OC2C=CN=C(N[C:14]([N:16]3[CH2:21][CH2:20][N:19]([CH:22]4[CH2:25][N:24]([CH3:26])[CH2:23]4)[CH2:18][CH2:17]3)=[O:15])C=2)=C(F)C=1.[C@]12(CS(O)(=O)=O)C(C)(C)C(CC1)CC2=[O:32].C1(CC(N=C=S)=O)C=CC=CC=1.C(=O)([O-])O.[Na+].